This data is from Catalyst prediction with 721,799 reactions and 888 catalyst types from USPTO. The task is: Predict which catalyst facilitates the given reaction. (1) Reactant: [F:1][C:2]1[CH:7]=[C:6]([C:8]([F:11])([F:10])[F:9])[CH:5]=[CH:4][C:3]=1/[CH:12]=[CH:13]/[C:14]1[O:15][CH:16]=[C:17]([CH2:19][O:20][C:21]2[CH:35]=[CH:34][C:24]([CH2:25][S:26][CH2:27][CH2:28][N:29]3[CH:33]=[CH:32][N:31]=[N:30]3)=[CH:23][CH:22]=2)[N:18]=1.ClC1C=C(C(OO)=[O:44])C=CC=1. Product: [F:1][C:2]1[CH:7]=[C:6]([C:8]([F:10])([F:9])[F:11])[CH:5]=[CH:4][C:3]=1/[CH:12]=[CH:13]/[C:14]1[O:15][CH:16]=[C:17]([CH2:19][O:20][C:21]2[CH:35]=[CH:34][C:24]([CH2:25][S:26]([CH2:27][CH2:28][N:29]3[CH:33]=[CH:32][N:31]=[N:30]3)=[O:44])=[CH:23][CH:22]=2)[N:18]=1. The catalyst class is: 96. (2) Reactant: C(OC([N:8]1[CH2:12][CH2:11][CH2:10][CH:9]1[CH2:13][C:14]1[CH:19]=[CH:18][C:17]([NH:20][C:21](=[O:29])[C:22]2[CH:27]=[CH:26][C:25]([Cl:28])=[CH:24][CH:23]=2)=[CH:16][CH:15]=1)=O)(C)(C)C.Cl. Product: [ClH:28].[Cl:28][C:25]1[CH:24]=[CH:23][C:22]([C:21]([NH:20][C:17]2[CH:18]=[CH:19][C:14]([CH2:13][CH:9]3[CH2:10][CH2:11][CH2:12][NH:8]3)=[CH:15][CH:16]=2)=[O:29])=[CH:27][CH:26]=1. The catalyst class is: 523.